Dataset: Reaction yield outcomes from USPTO patents with 853,638 reactions. Task: Predict the reaction yield, written as a fraction of the theoretical maximum amount of product (1.0 means a 100% yield; for example, 0.34 means a 34% yield). The reactants are [F:1][C:2]([F:19])([F:18])[CH2:3][CH2:4][C:5]([C:7]1[CH:17]=[CH:16][C:10]([C:11]([O:13][CH2:14][CH3:15])=[O:12])=[CH:9][CH:8]=1)=O.[F:20][C:21]([F:35])([F:34])[C:22]1[CH:23]=[N:24][N:25]([C:27]2[N:32]=[CH:31][C:30]([NH2:33])=[CH:29][CH:28]=2)[CH:26]=1.[B][B][B][B][B][B][B][B][B][B]. The catalyst is CO. The product is [F:1][C:2]([F:19])([F:18])[CH2:3][CH2:4][CH:5]([C:7]1[CH:17]=[CH:16][C:10]([C:11]([O:13][CH2:14][CH3:15])=[O:12])=[CH:9][CH:8]=1)[NH:33][C:30]1[CH:31]=[N:32][C:27]([N:25]2[CH:26]=[C:22]([C:21]([F:35])([F:34])[F:20])[CH:23]=[N:24]2)=[CH:28][CH:29]=1. The yield is 0.420.